This data is from Full USPTO retrosynthesis dataset with 1.9M reactions from patents (1976-2016). The task is: Predict the reactants needed to synthesize the given product. (1) Given the product [CH3:1][C:2]1([C:5]2[CH:14]=[CH:13][C:12]3[C:7](=[CH:8][CH:9]=[C:10]([C:15]([OH:17])=[O:16])[CH:11]=3)[N:6]=2)[CH2:3][CH2:4]1, predict the reactants needed to synthesize it. The reactants are: [CH3:1][C:2]1([C:5]2[CH:14]=[CH:13][C:12]3[C:7](=[CH:8][CH:9]=[C:10]([C:15]([O:17]C)=[O:16])[CH:11]=3)[N:6]=2)[CH2:4][CH2:3]1.[OH-].[Na+]. (2) Given the product [N:10]1[O:11][N:12]=[C:8]2[CH:7]=[C:6]([C:4](=[O:5])[CH3:16])[CH:14]=[CH:13][C:9]=12, predict the reactants needed to synthesize it. The reactants are: CON(C)[C:4]([C:6]1[CH:14]=[CH:13][C:9]2=[N:10][O:11][N:12]=[C:8]2[CH:7]=1)=[O:5].[CH3:16][Li]. (3) Given the product [Br:1][C:2]1[CH:11]=[C:10]2[C:5]([CH2:6][CH2:7][CH:8]([CH2:13][CH:14]3[CH2:19][CH2:18][N:17]([CH2:20][CH:21]([F:23])[F:22])[CH2:16][CH2:15]3)[C:9]32[C:44](=[O:45])[NH:29][C:24](=[O:27])[NH:28]3)=[CH:4][CH:3]=1, predict the reactants needed to synthesize it. The reactants are: [Br:1][C:2]1[CH:11]=[C:10]2[C:5]([CH2:6][CH2:7][CH:8]([CH2:13][CH:14]3[CH2:19][CH2:18][N:17]([CH2:20][CH:21]([F:23])[F:22])[CH2:16][CH2:15]3)[C:9]2=O)=[CH:4][CH:3]=1.[C:24](=[O:27])([O-])[O-].[NH4+:28].[NH4+:29].[C-]#N.[K+].S([O-])(O)=O.[Na+].Cl.N#N.CCO[C:44](C)=[O:45]. (4) The reactants are: [O:1]([C:8]1[N:15]=[CH:14][CH:13]=[CH:12][C:9]=1[C:10]#[N:11])[C:2]1[CH:7]=[CH:6][CH:5]=[CH:4][CH:3]=1. Given the product [O:1]([C:8]1[C:9]([CH2:10][NH2:11])=[CH:12][CH:13]=[CH:14][N:15]=1)[C:2]1[CH:7]=[CH:6][CH:5]=[CH:4][CH:3]=1, predict the reactants needed to synthesize it. (5) Given the product [P:9]([O:19][CH2:20][C@H:21]1[O:63][C@H:62]([CH2:64][O:65][P:66]([OH:76])([OH:68])=[O:67])[C@@H:42]([O:43][P:44]([OH:54])([OH:46])=[O:45])[C@@H:22]1[O:23][P:24]([O-:26])([O-:34])=[O:25])([O-:11])([O-:10])=[O:8].[Na+:88].[Na+:88].[Na+:88].[Na+:88], predict the reactants needed to synthesize it. The reactants are: C([O:8][P:9]([O:19][CH2:20][C@H:21]1[O:63][C@H:62]([CH2:64][O:65][P:66]([O:76]CC2C=CC=CC=2)([O:68]CC2C=CC=CC=2)=[O:67])[C@@H:42]([O:43][P:44]([O:54]CC2C=CC=CC=2)([O:46]CC2C=CC=CC=2)=[O:45])[C@@H:22]1[O:23][P:24]([O:34]CC1C=CC=CC=1)([O:26]CC1C=CC=CC=1)=[O:25])([O:11]CC1C=CC=CC=1)=[O:10])C1C=CC=CC=1.C([O-])(O)=O.[Na+:88]. (6) Given the product [CH3:20][O:19][C:16]1[CH:15]=[CH:14][C:13]([CH2:12][N:4]2[CH:5]=[C:6]([C:7]([OH:9])=[O:8])[C:2]([Br:1])=[N:3]2)=[CH:18][CH:17]=1, predict the reactants needed to synthesize it. The reactants are: [Br:1][C:2]1[C:6]([C:7]([O:9]CC)=[O:8])=[CH:5][N:4]([CH2:12][C:13]2[CH:18]=[CH:17][C:16]([O:19][CH3:20])=[CH:15][CH:14]=2)[N:3]=1.[OH-].[Na+].Cl. (7) Given the product [CH3:1][O:2][C:3]1[C:8]([CH2:9][CH:10]2[NH:11][CH2:12][CH2:13][N:14]([S:28]([C:24]3[S:23][CH:27]=[CH:26][CH:25]=3)(=[O:30])=[O:29])[CH2:15]2)=[CH:7][CH:6]=[CH:5][N:4]=1, predict the reactants needed to synthesize it. The reactants are: [CH3:1][O:2][C:3]1[C:8]([CH2:9][CH:10]2[CH2:15][NH:14][CH2:13][CH2:12][NH:11]2)=[CH:7][CH:6]=[CH:5][N:4]=1.C(N(CC)CC)C.[S:23]1[CH:27]=[CH:26][CH:25]=[C:24]1[S:28](Cl)(=[O:30])=[O:29].